This data is from Forward reaction prediction with 1.9M reactions from USPTO patents (1976-2016). The task is: Predict the product of the given reaction. Given the reactants [SH:1][C:2]1[CH:11]=[CH:10][C:5]([C:6]([O:8][CH3:9])=[O:7])=[CH:4][CH:3]=1.[Br:12][CH2:13][CH2:14][CH2:15]Br.C(=O)([O-])[O-].[K+].[K+], predict the reaction product. The product is: [Br:12][CH2:13][CH2:14][CH2:15][S:1][C:2]1[CH:3]=[CH:4][C:5]([C:6]([O:8][CH3:9])=[O:7])=[CH:10][CH:11]=1.